From a dataset of Reaction yield outcomes from USPTO patents with 853,638 reactions. Predict the reaction yield, written as a fraction of the theoretical maximum amount of product (1.0 means a 100% yield; for example, 0.34 means a 34% yield). (1) The reactants are [OH:1][C:2]1[CH:7]=[CH:6][C:5]([NH:8][C:9]([CH:11]2[CH2:16][CH2:15][CH2:14][CH2:13][CH2:12]2)=[O:10])=[CH:4][CH:3]=1.[I-].C[N+]1C=CN([C:24](=[O:33])[N:25]([CH3:32])[C:26]2[CH:31]=[CH:30][CH:29]=[CH:28][CH:27]=2)C=1. No catalyst specified. The product is [CH:11]1([C:9]([NH:8][C:5]2[CH:4]=[CH:3][C:2]([O:1][C:24](=[O:33])[N:25]([CH3:32])[C:26]3[CH:31]=[CH:30][CH:29]=[CH:28][CH:27]=3)=[CH:7][CH:6]=2)=[O:10])[CH2:12][CH2:13][CH2:14][CH2:15][CH2:16]1. The yield is 0.800. (2) The reactants are [Br:1][C:2]1[CH:7]=[CH:6][C:5]([CH3:8])=[CH:4][C:3]=1[N+:9]([O-:11])=[O:10].N1C=CC=CC=1.[Mn]([O-])(=O)(=O)=[O:19].[K+].[OH2:24]. No catalyst specified. The product is [Br:1][C:2]1[CH:7]=[CH:6][C:5]([C:8]([OH:19])=[O:24])=[CH:4][C:3]=1[N+:9]([O-:11])=[O:10]. The yield is 0.486. (3) The reactants are [C:1]([C:4]1[S:5]C=C[CH:8]=1)(=O)[CH3:2].[S:9]1[CH:13]=[CH:12][CH:11]=[C:10]1[C:14]([CH2:16][C:17]#[N:18])=[O:15].N1CCOCC1.[S]. The catalyst is CC(=O)CC. The product is [NH2:18][C:17]1[S:5][C:4]([CH3:8])=[C:1]([CH3:2])[C:16]=1[C:14]([C:10]1[S:9][CH:13]=[CH:12][CH:11]=1)=[O:15]. The yield is 0.440. (4) The reactants are [C:1]1(=[O:10])[C:9]2[C:4](=[CH:5][CH:6]=[CH:7][CH:8]=2)[CH2:3][CH2:2]1.CS(O)(=O)=O.[N-:16]=[N+]=[N-].[Na+].[OH-].[Na+]. The catalyst is C(Cl)Cl. The product is [NH:16]1[C:9]2[C:4](=[CH:5][CH:6]=[CH:7][CH:8]=2)[CH2:3][CH2:2][C:1]1=[O:10]. The yield is 0.600. (5) The reactants are Cl[C:2]1[C:7]([Cl:8])=[CH:6][N:5]=[C:4]([NH2:9])[C:3]=1[F:10].[O:11]=[C:12]1[C:16]2([CH2:21][CH2:20][N:19](C(OC(C)(C)C)=O)[CH2:18][CH2:17]2)[CH2:15][CH2:14][NH:13]1.C(N(CC)CC)C. The catalyst is CN1C(=O)CCC1. The product is [NH2:9][C:4]1[C:3]([F:10])=[C:2]([N:19]2[CH2:20][CH2:21][C:16]3([C:12](=[O:11])[NH:13][CH2:14][CH2:15]3)[CH2:17][CH2:18]2)[C:7]([Cl:8])=[CH:6][N:5]=1. The yield is 0.640. (6) The reactants are [C:1]([C:3]1[CH:27]=[CH:26][C:6]2[N:7]3[CH:25]=[CH:24][CH:23]=[C:8]3[C:9]3([CH2:15][CH2:14][N:13](C(OC(C)(C)C)=O)[CH2:12][CH2:11]3)[O:10][C:5]=2[CH:4]=1)#[N:2].O1CCOCC1. The catalyst is Cl. The product is [NH:13]1[CH2:14][CH2:15][C:9]2([O:10][C:5]3[CH:4]=[C:3]([C:1]#[N:2])[CH:27]=[CH:26][C:6]=3[N:7]3[CH:25]=[CH:24][CH:23]=[C:8]23)[CH2:11][CH2:12]1. The yield is 0.940. (7) The reactants are [CH3:1][C:2]1[N:3]([C:8]2[CH:13]=[CH:12][CH:11]=[CH:10][CH:9]=2)[C:4]([CH3:7])=[CH:5][CH:6]=1.CN([CH:17]=[O:18])C.P(Cl)(Cl)(Cl)=O.C([O-])([O-])=O.[Na+].[Na+]. The catalyst is C1(C)C=CC=CC=1. The product is [CH3:1][C:2]1[N:3]([C:8]2[CH:13]=[CH:12][CH:11]=[CH:10][CH:9]=2)[C:4]([CH3:7])=[CH:5][C:6]=1[CH:17]=[O:18]. The yield is 0.290. (8) The reactants are [NH2:1][C:2]1[C:3]([C:22]2[CH:27]=[CH:26][C:25]([CH3:28])=[CH:24][CH:23]=2)=[C:4]([CH2:13][NH:14]C(=O)OC(C)(C)C)[C:5]([CH2:9][CH:10]([CH3:12])[CH3:11])=[N:6][C:7]=1[CH3:8].C(N(CC)CC)C.[CH3:36][S:37]([Cl:40])(=[O:39])=[O:38].C(OC(=O)C)C.[ClH:47]. The catalyst is O1CCCC1.C(OCC)(=O)C.O. The product is [ClH:40].[ClH:47].[NH2:14][CH2:13][C:4]1[C:3]([C:22]2[CH:27]=[CH:26][C:25]([CH3:28])=[CH:24][CH:23]=2)=[C:2]([NH:1][S:37]([CH3:36])(=[O:39])=[O:38])[C:7]([CH3:8])=[N:6][C:5]=1[CH2:9][CH:10]([CH3:12])[CH3:11]. The yield is 0.220. (9) The reactants are NC1N=CN=C(O[C:23]2[CH:22]=CC(NC(NC(=O)CC3C=[CH:25][C:24]([F:27])=[CH:23][CH:22]=3)=S)=[CH:25][C:24]=2[F:27])C=1.C([N:32]([CH2:35][CH3:36])[CH2:33][CH3:34])C.[NH2:37][C:38]1[CH:43]=[CH:42][C:41]([OH:44])=[C:40]([F:45])[CH:39]=1.F[P-](F)(F)(F)(F)F.N1([O:62][P+](N(C)C)(N(C)C)N(C)C)C2C=CC=CC=2N=N1.CN(C)[CH:75]=[O:76]. No catalyst specified. The product is [F:45][C:40]1[CH:39]=[C:38]([NH:37][C:75](=[O:76])[CH2:36][C:35]([NH:32][C:33]2[CH:34]=[CH:25][C:24]([F:27])=[CH:23][CH:22]=2)=[O:62])[CH:43]=[CH:42][C:41]=1[OH:44]. The yield is 0.690.